The task is: Predict which catalyst facilitates the given reaction.. This data is from Catalyst prediction with 721,799 reactions and 888 catalyst types from USPTO. Reactant: BrCCCCOC1C=CC2C(C3C=CC(Br)=CC=3)=NSC=2C=1.COCCNCC.[Br:30][C:31]1[CH:36]=[CH:35][C:34]([C:37]2[C:41]3[CH:42]=[CH:43][C:44]([O:46][CH2:47][CH2:48][CH2:49][CH2:50][N:51]([CH2:56][CH3:57])[CH2:52][CH2:53][O:54][CH3:55])=[CH:45][C:40]=3[S:39][N:38]=2)=[CH:33][CH:32]=1.[ClH:58]. Product: [ClH:58].[Br:30][C:31]1[CH:32]=[CH:33][C:34]([C:37]2[C:41]3[CH:42]=[CH:43][C:44]([O:46][CH2:47][CH2:48][CH2:49][CH2:50][N:51]([CH2:56][CH3:57])[CH2:52][CH2:53][O:54][CH3:55])=[CH:45][C:40]=3[S:39][N:38]=2)=[CH:35][CH:36]=1. The catalyst class is: 5.